From a dataset of Full USPTO retrosynthesis dataset with 1.9M reactions from patents (1976-2016). Predict the reactants needed to synthesize the given product. (1) Given the product [Cl:1][C:2]1[C:10]2[N:9]=[C:8]3[N:11]([C:15]4[CH:20]=[CH:19][C:18]([Cl:21])=[CH:17][C:16]=4[Cl:22])[CH2:12][CH2:13][CH2:14][N:7]3[C:6]=2[C:5]([CH:23]([NH:26][C:36](=[O:37])[C:35]([F:42])([F:41])[F:34])[CH2:24][CH3:25])=[CH:4][CH:3]=1, predict the reactants needed to synthesize it. The reactants are: [Cl:1][C:2]1[C:10]2[N:9]=[C:8]3[N:11]([C:15]4[CH:20]=[CH:19][C:18]([Cl:21])=[CH:17][C:16]=4[Cl:22])[CH2:12][CH2:13][CH2:14][N:7]3[C:6]=2[C:5]([CH:23]([NH2:26])[CH2:24][CH3:25])=[CH:4][CH:3]=1.C(N(CC)CC)C.[F:34][C:35]([F:42])([F:41])[C:36](OCC)=[O:37]. (2) Given the product [ClH:19].[Cl:19][CH2:15][C:7]1[C:8]([NH:13][CH3:14])=[N:9][C:10]2[C:5]([CH:6]=1)=[CH:4][C:3]([O:2][CH3:1])=[CH:12][CH:11]=2, predict the reactants needed to synthesize it. The reactants are: [CH3:1][O:2][C:3]1[CH:4]=[C:5]2[C:10](=[CH:11][CH:12]=1)[N:9]=[C:8]([NH:13][CH3:14])[C:7]([CH2:15]O)=[CH:6]2.O=S(Cl)[Cl:19]. (3) Given the product [C@@H:16]12[N:9]([C:7]([C:2]3[CH:3]=[CH:4][CH:5]=[CH:6][C:1]=3[C:17]3[S:38][CH:20]=[CH:19][CH:18]=3)=[O:8])[CH2:10][C@@H:11]1[CH2:12][CH2:13][NH:14][CH2:15]2, predict the reactants needed to synthesize it. The reactants are: [C:1]1([C:17]2C=C[CH:20]=[CH:19][CH:18]=2)[CH:6]=[CH:5][CH:4]=[CH:3][C:2]=1[C:7]([N:9]1[CH:16]2[CH:11]([CH2:12][CH2:13][NH:14][CH2:15]2)[CH2:10]1)=[O:8].C(OC(N1CCC2C(NC2)C1)=O)(C)(C)C.[S:38]1C=CC=C1C1C=CC=CC=1C(Cl)=O.C1(C2C=CC=CC=2)C(C(Cl)=O)=CC=CC=1. (4) Given the product [N:1]([CH:6]([C:21]1[CH:22]=[CH:23][C:24]([C:27]([N:29]2[CH2:34][CH2:33][O:32][CH2:31][CH2:30]2)=[O:28])=[CH:25][CH:26]=1)[C:7]([C@@H:9]1[CH2:14][CH2:13][C:12]([F:16])([F:15])[CH2:11][C@H:10]1[C:17]([O:19][CH3:20])=[O:18])=[O:8])=[N+:2]=[N-:3], predict the reactants needed to synthesize it. The reactants are: [N-:1]=[N+:2]=[N-:3].[Na+].Br[CH:6]([C:21]1[CH:26]=[CH:25][C:24]([C:27]([N:29]2[CH2:34][CH2:33][O:32][CH2:31][CH2:30]2)=[O:28])=[CH:23][CH:22]=1)[C:7]([C@@H:9]1[CH2:14][CH2:13][C:12]([F:16])([F:15])[CH2:11][C@H:10]1[C:17]([O:19][CH3:20])=[O:18])=[O:8].